From a dataset of Forward reaction prediction with 1.9M reactions from USPTO patents (1976-2016). Predict the product of the given reaction. (1) Given the reactants [NH2:1][C:2]1[CH:3]=[C:4]([C:9]2[O:10][C:11]3[CH:17]=[CH:16][CH:15]=[CH:14][C:12]=3[N:13]=2)[CH:5]=[CH:6][C:7]=1[CH3:8].[CH:18]1[C:23]([C:24]([OH:26])=[O:25])=[CH:22][C:21]2[C:27]([O:29][C:30](=O)[C:20]=2[CH:19]=1)=[O:28], predict the reaction product. The product is: [CH3:8][C:7]1[CH:6]=[CH:5][C:4]([C:9]2[O:10][C:11]3[CH:17]=[CH:16][CH:15]=[CH:14][C:12]=3[N:13]=2)=[CH:3][C:2]=1[N:1]1[C:27](=[O:28])[C:21]2[C:20](=[CH:19][CH:18]=[C:23]([C:24]([OH:26])=[O:25])[CH:22]=2)[C:30]1=[O:29]. (2) Given the reactants [CH3:1][S:2]([C:5]1[CH:10]=[CH:9][C:8]([OH:11])=[CH:7][CH:6]=1)(=[O:4])=[O:3].[H-].[Na+].CS(O[CH2:19][C:20]1[CH:25]=[CH:24][C:23]([CH:26]2[CH2:31][CH2:30][N:29]([C:32]([O:34][C:35]([CH3:38])([CH3:37])[CH3:36])=[O:33])[CH2:28][CH2:27]2)=[CH:22][N:21]=1)(=O)=O.[Cl-].[NH4+], predict the reaction product. The product is: [CH3:1][S:2]([C:5]1[CH:10]=[CH:9][C:8]([O:11][CH2:19][C:20]2[CH:25]=[CH:24][C:23]([CH:26]3[CH2:27][CH2:28][N:29]([C:32]([O:34][C:35]([CH3:38])([CH3:37])[CH3:36])=[O:33])[CH2:30][CH2:31]3)=[CH:22][N:21]=2)=[CH:7][CH:6]=1)(=[O:3])=[O:4]. (3) Given the reactants [C:1]([O:5][C:6](=[O:24])[NH:7][CH2:8][C@@H:9]1[O:14][CH2:13][CH2:12][N:11]([C:15]2[CH:20]=[CH:19][CH:18]=[C:17]([CH:21]([NH2:23])[CH3:22])[CH:16]=2)[CH2:10]1)([CH3:4])([CH3:3])[CH3:2].[F:25][C:26]1[CH:27]=[C:28]([CH:34]=[CH:35][C:36]=1[F:37])[CH:29]=[CH:30][C:31](O)=[O:32].C(Cl)CCl.C(N(CC)CC)C, predict the reaction product. The product is: [C:1]([O:5][C:6](=[O:24])[NH:7][CH2:8][C@@H:9]1[O:14][CH2:13][CH2:12][N:11]([C:15]2[CH:20]=[CH:19][CH:18]=[C:17]([CH:21]([NH:23][C:31](=[O:32])[CH:30]=[CH:29][C:28]3[CH:34]=[CH:35][C:36]([F:37])=[C:26]([F:25])[CH:27]=3)[CH3:22])[CH:16]=2)[CH2:10]1)([CH3:2])([CH3:4])[CH3:3]. (4) The product is: [F:31][C:28]1[CH:29]=[CH:30][C:25]2[N:26]([C:21]([CH:9]3[CH2:10][NH:11][CH2:12][CH2:13][NH:8]3)=[N:23][N:24]=2)[CH:27]=1. Given the reactants C(OC([N:8]1[CH2:13][CH2:12][N:11](C(OC(C)(C)C)=O)[CH2:10][CH:9]1[C:21]([NH:23][NH:24][C:25]1[CH:30]=[CH:29][C:28]([F:31])=[CH:27][N:26]=1)=O)=O)(C)(C)C.CCN(CC)CC.C1C=CC(P(C2C=CC=CC=2)C2C=CC=CC=2)=CC=1.ClC(Cl)(Cl)C(Cl)(Cl)Cl.C1(P(=O)(C2C=CC=CC=2)C2C=CC=CC=2)C=CC=CC=1.Cl, predict the reaction product.